From a dataset of NCI-60 drug combinations with 297,098 pairs across 59 cell lines. Regression. Given two drug SMILES strings and cell line genomic features, predict the synergy score measuring deviation from expected non-interaction effect. (1) Drug 1: CCC1(CC2CC(C3=C(CCN(C2)C1)C4=CC=CC=C4N3)(C5=C(C=C6C(=C5)C78CCN9C7C(C=CC9)(C(C(C8N6C)(C(=O)OC)O)OC(=O)C)CC)OC)C(=O)OC)O.OS(=O)(=O)O. Drug 2: C1=NC(=NC(=O)N1C2C(C(C(O2)CO)O)O)N. Cell line: SF-295. Synergy scores: CSS=8.47, Synergy_ZIP=-2.48, Synergy_Bliss=-1.77, Synergy_Loewe=-65.0, Synergy_HSA=-6.07. (2) Drug 1: C1=CC(=CC=C1CCC2=CNC3=C2C(=O)NC(=N3)N)C(=O)NC(CCC(=O)O)C(=O)O. Drug 2: CC1=C(C(=CC=C1)Cl)NC(=O)C2=CN=C(S2)NC3=CC(=NC(=N3)C)N4CCN(CC4)CCO. Cell line: U251. Synergy scores: CSS=36.1, Synergy_ZIP=-0.967, Synergy_Bliss=-1.49, Synergy_Loewe=-4.59, Synergy_HSA=0.0919.